This data is from Catalyst prediction with 721,799 reactions and 888 catalyst types from USPTO. The task is: Predict which catalyst facilitates the given reaction. (1) Reactant: [O:1]1[CH:6]=[CH:5][CH2:4][CH2:3][CH:2]1[CH:7]=[O:8].[CH2:9]([Mg]Br)[CH3:10].N1C=CN=C1.[Si:18](Cl)([C:21]([CH3:24])([CH3:23])[CH3:22])([CH3:20])[CH3:19]. Product: [C:21]([Si:18]([O:8][CH:7]([CH:2]1[CH2:3][CH2:4][CH:5]=[CH:6][O:1]1)[CH2:9][CH3:10])([CH3:20])[CH3:19])([CH3:24])([CH3:23])[CH3:22]. The catalyst class is: 28. (2) Reactant: [C:1]([O-:4])(=[O:3])[CH3:2].[Cr+3:5].[C:6]([O-:9])(=[O:8])[CH3:7].[C:10]([O-:13])(=[O:12])[CH3:11].B(O)(O)O.[Cr].[Al:19].[Cr].[Al]. Product: [C:1]([O-:4])(=[O:3])[CH3:2].[Cr+3:5].[C:6]([O-:9])(=[O:8])[CH3:7].[C:10]([O-:13])(=[O:12])[CH3:11].[C:1]([O-:4])(=[O:3])[CH3:2].[Al+3:19].[C:1]([O-:4])(=[O:3])[CH3:2].[C:1]([O-:4])(=[O:3])[CH3:2]. The catalyst class is: 5. (3) Reactant: [C:1]([Cl:4])(Cl)=[O:2].C(N(C(C)C)CC)(C)C.[F:14][C:15]([F:44])([F:43])[C:16]1[CH:17]=[C:18]([CH:36]=[C:37]([C:39]([F:42])([F:41])[F:40])[CH:38]=1)[CH2:19][N:20]([CH:24]1[CH2:30][CH2:29][CH2:28][NH:27][C:26]2[CH:31]=[C:32]([Cl:35])[CH:33]=[CH:34][C:25]1=2)[C:21](=[O:23])[CH3:22]. Product: [C:21]([N:20]([CH2:19][C:18]1[CH:36]=[C:37]([C:39]([F:40])([F:41])[F:42])[CH:38]=[C:16]([C:15]([F:14])([F:44])[F:43])[CH:17]=1)[CH:24]1[CH2:30][CH2:29][CH2:28][N:27]([C:1]([Cl:4])=[O:2])[C:26]2[CH:31]=[C:32]([Cl:35])[CH:33]=[CH:34][C:25]1=2)(=[O:23])[CH3:22]. The catalyst class is: 11. (4) Reactant: [CH3:1][O:2][C:3]1[CH:4]=[C:5]([CH2:11][C:12]([O:14][CH3:15])=[O:13])[CH:6]=[CH:7][C:8]=1[O:9][CH3:10].[Li+].C[Si]([N-][Si](C)(C)C)(C)C.Cl.Cl[CH2:28][C:29]1[CH:30]=[N:31][C:32]2[C:37]([CH:38]=1)=[C:36]([O:39][CH3:40])[CH:35]=[CH:34][CH:33]=2. Product: [CH3:1][O:2][C:3]1[CH:4]=[C:5]([CH:11]([CH2:28][C:29]2[CH:30]=[N:31][C:32]3[C:37]([CH:38]=2)=[C:36]([O:39][CH3:40])[CH:35]=[CH:34][CH:33]=3)[C:12]([O:14][CH3:15])=[O:13])[CH:6]=[CH:7][C:8]=1[O:9][CH3:10]. The catalyst class is: 1. (5) Reactant: [Li]CCCC.[CH:6]([NH:9]C(C)C)(C)[CH3:7].C(#N)C.[O:16]([C:23]1[CH:30]=[CH:29][C:26]([C:27]#[N:28])=[CH:25][CH:24]=1)[C:17]1[CH:22]=[CH:21][CH:20]=[CH:19][CH:18]=1. Product: [NH2:28][C:27]([C:26]1[CH:25]=[CH:24][C:23]([O:16][C:17]2[CH:18]=[CH:19][CH:20]=[CH:21][CH:22]=2)=[CH:30][CH:29]=1)=[CH:7][C:6]#[N:9]. The catalyst class is: 1.